From a dataset of Catalyst prediction with 721,799 reactions and 888 catalyst types from USPTO. Predict which catalyst facilitates the given reaction. (1) Reactant: [CH2:1]([O:8][CH2:9][CH2:10][C@H:11]([NH:15][C:16]([O:18][C:19]([CH3:22])([CH3:21])[CH3:20])=[O:17])[C:12]([OH:14])=O)[C:2]1[CH:7]=[CH:6][CH:5]=[CH:4][CH:3]=1.[B-](F)(F)(F)F.CCOC(C(C#N)=NOC(N(C)C)=[N+](C)C)=O.[CH2:45]([O:47][C:48]([N:50]1[CH2:55][CH2:54][NH:53][CH2:52][CH2:51]1)=[O:49])[CH3:46].C(=O)([O-])O.[Na+]. Product: [CH2:45]([O:47][C:48]([N:50]1[CH2:51][CH2:52][N:53]([C:12](=[O:14])[C@@H:11]([NH:15][C:16]([O:18][C:19]([CH3:22])([CH3:21])[CH3:20])=[O:17])[CH2:10][CH2:9][O:8][CH2:1][C:2]2[CH:3]=[CH:4][CH:5]=[CH:6][CH:7]=2)[CH2:54][CH2:55]1)=[O:49])[CH3:46]. The catalyst class is: 3. (2) Reactant: Br[C:2]1[S:6][C:5]([C:7]2[N:11]3[N:12]=[C:13]([CH3:21])[CH:14]=[C:15]([CH:16]([CH2:19][CH3:20])[CH2:17][CH3:18])[C:10]3=[N:9][C:8]=2[CH3:22])=[C:4]([CH3:23])[CH:3]=1.[Br-].[CH2:25]([Zn+])[C:26]1[CH:31]=[CH:30][CH:29]=[CH:28][CH:27]=1.C1COCC1. Product: [CH2:25]([C:2]1[S:6][C:5]([C:7]2[N:11]3[N:12]=[C:13]([CH3:21])[CH:14]=[C:15]([CH:16]([CH2:19][CH3:20])[CH2:17][CH3:18])[C:10]3=[N:9][C:8]=2[CH3:22])=[C:4]([CH3:23])[CH:3]=1)[C:26]1[CH:31]=[CH:30][CH:29]=[CH:28][CH:27]=1. The catalyst class is: 140.